From a dataset of Catalyst prediction with 721,799 reactions and 888 catalyst types from USPTO. Predict which catalyst facilitates the given reaction. (1) Reactant: [CH3:1][C:2]([CH3:9])([CH2:7][OH:8])[C:3]([O:5][CH3:6])=[O:4].ClN1C(=O)N(Cl)C(=O)N(Cl)C1=O.CC1(C)N([O])C(C)(C)CCC1. Product: [CH3:1][C:2]([CH3:9])([CH:7]=[O:8])[C:3]([O:5][CH3:6])=[O:4]. The catalyst class is: 4. (2) Reactant: [OH:1][CH2:2][CH2:3][CH2:4][CH2:5][N:6]1[CH:13]=[CH:12][C:10](=[O:11])[NH:9][C:7]1=[O:8].[C:14](Cl)([C:27]1[CH:32]=[CH:31][CH:30]=[CH:29][CH:28]=1)([C:21]1[CH:26]=[CH:25][CH:24]=[CH:23][CH:22]=1)[C:15]1[CH:20]=[CH:19][CH:18]=[CH:17][CH:16]=1. Product: [C:14]([O:1][CH2:2][CH2:3][CH2:4][CH2:5][N:6]1[CH:13]=[CH:12][C:10](=[O:11])[NH:9][C:7]1=[O:8])([C:15]1[CH:20]=[CH:19][CH:18]=[CH:17][CH:16]=1)([C:27]1[CH:28]=[CH:29][CH:30]=[CH:31][CH:32]=1)[C:21]1[CH:22]=[CH:23][CH:24]=[CH:25][CH:26]=1. The catalyst class is: 377. (3) Product: [N:1]1[CH:6]=[CH:5][CH:4]=[C:3]([NH:7][C:8]2([C:14]([NH2:15])=[O:16])[CH2:13][CH2:12][CH2:11][CH2:10][CH2:9]2)[CH:2]=1. The catalyst class is: 65. Reactant: [N:1]1[CH:6]=[CH:5][CH:4]=[C:3]([NH:7][C:8]2([C:14]#[N:15])[CH2:13][CH2:12][CH2:11][CH2:10][CH2:9]2)[CH:2]=1.[OH-:16].[Na+]. (4) Reactant: [Br:1][C:2]1[CH:3]=[C:4]2[C:8](=[CH:9][CH:10]=1)[C:7](=[O:11])[NH:6][CH2:5]2.[C:12]([O:16][C:17](=O)[O:18]C(C)(C)C)([CH3:15])([CH3:14])[CH3:13].CO. Product: [Br:1][C:2]1[CH:3]=[C:4]2[C:8](=[CH:9][CH:10]=1)[C:7](=[O:11])[N:6]([C:17]([O:16][C:12]([CH3:15])([CH3:14])[CH3:13])=[O:18])[CH2:5]2. The catalyst class is: 7. (5) Reactant: [Cl:1][C:2]1[N:7]=[C:6]([NH:8][CH2:9][C:10]2[CH:11]=[C:12]3[C:17](=[CH:18][CH:19]=2)[N:16]=[CH:15][CH:14]=[CH:13]3)[C:5]([N+:20]([O-])=O)=[C:4]([NH:23][C:24](=[O:26])[CH3:25])[CH:3]=1. Product: [NH2:20][C:5]1[C:6]([NH:8][CH2:9][C:10]2[CH:11]=[C:12]3[C:17](=[CH:18][CH:19]=2)[N:16]=[CH:15][CH:14]=[CH:13]3)=[N:7][C:2]([Cl:1])=[CH:3][C:4]=1[NH:23][C:24](=[O:26])[CH3:25]. The catalyst class is: 687. (6) Reactant: Br[C:2]1[CH:15]=[CH:14][C:13]2[C:4](=[C:5]([C:22]3[CH:27]=[CH:26][CH:25]=[CH:24][CH:23]=3)[C:6]3[C:11]([C:12]=2[C:16]2[CH:21]=[CH:20][CH:19]=[CH:18][CH:17]=2)=[CH:10][CH:9]=[CH:8][CH:7]=3)[CH:3]=1.C([Li])CCC.C[O:34][B:35](OC)[O:36]C. Product: [C:16]1([C:12]2[C:11]3[C:6]([C:5]([C:4]4[CH:13]=[CH:14][CH:15]=[CH:2][CH:3]=4)=[C:22]4[C:23]=2[CH:24]=[C:25]([B:35]([OH:36])[OH:34])[CH:26]=[CH:27]4)=[CH:7][CH:8]=[CH:9][CH:10]=3)[CH:21]=[CH:20][CH:19]=[CH:18][CH:17]=1. The catalyst class is: 1. (7) Reactant: [NH2:1][CH2:2][CH:3]([C:5]1[CH:10]=[CH:9][CH:8]=[CH:7][N:6]=1)[OH:4].[C:11]([N:18]1[CH2:23][CH2:22][CH2:21][CH2:20][C:19]1=O)([O:13][C:14]([CH3:17])([CH3:16])[CH3:15])=[O:12].C(O)(=O)C.[Na]. Product: [C:14]([O:13][C:11]([N:18]1[CH2:23][CH2:22][CH:21]([NH:1][CH2:2][CH:3]([OH:4])[C:5]2[CH:10]=[CH:9][CH:8]=[CH:7][N:6]=2)[CH2:20][CH2:19]1)=[O:12])([CH3:17])([CH3:15])[CH3:16]. The catalyst class is: 26. (8) Reactant: [CH2:1]([N:8]1[CH:12]=[C:11]([C:13](OCC)=[O:14])[C:10]([O:18][CH2:19][C:20]2[CH:25]=[CH:24][C:23]([O:26][CH2:27][C:28]3[N:29]=[C:30]([C:34]4[CH:39]=[CH:38][CH:37]=[CH:36][CH:35]=4)[O:31][C:32]=3[CH3:33])=[CH:22][CH:21]=2)=[N:9]1)[C:2]1[CH:7]=[CH:6][CH:5]=[CH:4][CH:3]=1.[H-].[Al+3].[Li+].[H-].[H-].[H-].O.O.O.O.O.O.O.O.O.O.S([O-])([O-])(=O)=O.[Na+].[Na+]. Product: [CH2:1]([N:8]1[CH:12]=[C:11]([CH2:13][OH:14])[C:10]([O:18][CH2:19][C:20]2[CH:25]=[CH:24][C:23]([O:26][CH2:27][C:28]3[N:29]=[C:30]([C:34]4[CH:35]=[CH:36][CH:37]=[CH:38][CH:39]=4)[O:31][C:32]=3[CH3:33])=[CH:22][CH:21]=2)=[N:9]1)[C:2]1[CH:7]=[CH:6][CH:5]=[CH:4][CH:3]=1. The catalyst class is: 54. (9) Reactant: [O:1]1[C:5]2[CH:6]=[CH:7][C:8]([C:10]3([C:13]([NH:15][C:16]4[CH:17]=[C:18]5[C:22](=[CH:23][CH:24]=4)[NH:21][C:20]([C:25]([CH3:28])([CH3:27])[CH3:26])=[CH:19]5)=[O:14])[CH2:12][CH2:11]3)=[CH:9][C:4]=2[O:3][CH2:2]1.I[CH3:30]. Product: [O:1]1[C:5]2[CH:6]=[CH:7][C:8]([C:10]3([C:13]([NH:15][C:16]4[CH:17]=[C:18]5[C:22](=[CH:23][CH:24]=4)[NH:21][C:20]([C:25]([CH3:28])([CH3:27])[CH3:26])=[C:19]5[CH3:30])=[O:14])[CH2:12][CH2:11]3)=[CH:9][C:4]=2[O:3][CH2:2]1. The catalyst class is: 9.